Predict the reactants needed to synthesize the given product. From a dataset of Full USPTO retrosynthesis dataset with 1.9M reactions from patents (1976-2016). Given the product [CH3:1][C:2]1[O:6][C:5]([C:7]2[CH:8]=[CH:9][C:10]([C:13]([NH:15][CH2:16][C:17]3[CH:18]=[N:19][CH:20]=[CH:21][CH:22]=3)=[O:14])=[CH:11][CH:12]=2)=[N:4][C:3]=1[CH2:23][S:24]([C:27]1[CH:32]=[CH:31][C:30]([CH2:33][CH2:34][CH2:35][O:36][CH2:37][CH2:38][O:39][CH2:40][CH2:41][O:42][CH2:43][CH2:44][O:45][CH2:46][CH2:47][O:48][CH2:49][CH2:50][O:51][CH2:52][CH2:53][NH:54][C:55](=[O:61])[O:56][C:57]([CH3:59])([CH3:58])[CH3:60])=[CH:29][CH:28]=1)(=[O:26])=[O:25], predict the reactants needed to synthesize it. The reactants are: [CH3:1][C:2]1[O:6][C:5]([C:7]2[CH:12]=[CH:11][C:10]([C:13]([NH:15][CH2:16][C:17]3[CH:18]=[N:19][CH:20]=[CH:21][CH:22]=3)=[O:14])=[CH:9][CH:8]=2)=[N:4][C:3]=1[CH2:23][S:24]([C:27]1[CH:32]=[CH:31][C:30]([C:33]#[C:34][CH2:35][O:36][CH2:37][CH2:38][O:39][CH2:40][CH2:41][O:42][CH2:43][CH2:44][O:45][CH2:46][CH2:47][O:48][CH2:49][CH2:50][O:51][CH2:52][CH2:53][NH:54][C:55](=[O:61])[O:56][C:57]([CH3:60])([CH3:59])[CH3:58])=[CH:29][CH:28]=1)(=[O:26])=[O:25].